From a dataset of Full USPTO retrosynthesis dataset with 1.9M reactions from patents (1976-2016). Predict the reactants needed to synthesize the given product. (1) Given the product [F:22][C:2]([F:1])([F:21])[C:3]([NH:5][C:6]1[CH:11]=[CH:10][C:9]([CH:12]([P:13](=[O:20])([O:14][CH2:15][CH3:16])[O:17][CH2:18][CH3:19])[Br:30])=[CH:8][CH:7]=1)=[O:4], predict the reactants needed to synthesize it. The reactants are: [F:1][C:2]([F:22])([F:21])[C:3]([NH:5][C:6]1[CH:11]=[CH:10][C:9]([CH2:12][P:13](=[O:20])([O:17][CH2:18][CH3:19])[O:14][CH2:15][CH3:16])=[CH:8][CH:7]=1)=[O:4].C1C(=O)N([Br:30])C(=O)C1.O. (2) Given the product [F:27][C:28]([F:33])([F:32])[C:29]([O-:31])=[O:30].[NH2:1][CH:2]([C:7]1[CH:8]=[C:9]([CH:17]=[C:18]([C:20]2[CH:25]=[CH:24][C:23]([CH3:26])=[CH:22][N:21]=2)[CH:19]=1)[C:10]([OH:12])=[O:11])[C:3]([F:4])([F:5])[F:6], predict the reactants needed to synthesize it. The reactants are: [NH2:1][CH:2]([C:7]1[CH:8]=[C:9]([CH:17]=[C:18]([C:20]2[CH:25]=[CH:24][C:23]([CH3:26])=[CH:22][N:21]=2)[CH:19]=1)[C:10]([O:12]C(C)(C)C)=[O:11])[C:3]([F:6])([F:5])[F:4].[F:27][C:28]([F:33])([F:32])[C:29]([OH:31])=[O:30].